Dataset: Full USPTO retrosynthesis dataset with 1.9M reactions from patents (1976-2016). Task: Predict the reactants needed to synthesize the given product. (1) The reactants are: [CH:1]([N:4]1[C:8]2[CH:9]=[CH:10][CH:11]=[CH:12][C:7]=2[N:6]([C:13]([NH:15][CH2:16][CH:17]2[CH2:22][CH2:21][N:20]([C:23]3([C:29]([O:31]C(C)(C)C)=[O:30])[CH2:28][CH2:27][CH2:26][CH2:25][CH2:24]3)[CH2:19][CH2:18]2)=[O:14])[C:5]1=[O:36])([CH3:3])[CH3:2].FC(F)(F)C(O)=O.[Cl:44]CCl. Given the product [ClH:44].[CH:1]([N:4]1[C:8]2[CH:9]=[CH:10][CH:11]=[CH:12][C:7]=2[N:6]([C:13]([NH:15][CH2:16][CH:17]2[CH2:18][CH2:19][N:20]([C:23]3([C:29]([OH:31])=[O:30])[CH2:28][CH2:27][CH2:26][CH2:25][CH2:24]3)[CH2:21][CH2:22]2)=[O:14])[C:5]1=[O:36])([CH3:3])[CH3:2], predict the reactants needed to synthesize it. (2) Given the product [Si:1]([O:8][CH2:9][C:10](=[O:42])[CH2:11][O:12][C:13]1[CH:14]=[C:15]([CH:39]=[CH:40][CH:41]=1)[C:16]([N:18]1[CH2:23][CH2:22][CH:21]([C:24]2[CH:25]=[C:26]([CH:36]=[CH:37][CH:38]=2)[CH2:27][NH:28][C:29](=[O:35])[O:30][C:31]([CH3:34])([CH3:33])[CH3:32])[CH2:20][CH2:19]1)=[O:17])([C:4]([CH3:5])([CH3:6])[CH3:7])([CH3:3])[CH3:2], predict the reactants needed to synthesize it. The reactants are: [Si:1]([O:8][CH2:9][CH:10]([OH:42])[CH2:11][O:12][C:13]1[CH:14]=[C:15]([CH:39]=[CH:40][CH:41]=1)[C:16]([N:18]1[CH2:23][CH2:22][CH:21]([C:24]2[CH:25]=[C:26]([CH:36]=[CH:37][CH:38]=2)[CH2:27][NH:28][C:29](=[O:35])[O:30][C:31]([CH3:34])([CH3:33])[CH3:32])[CH2:20][CH2:19]1)=[O:17])([C:4]([CH3:7])([CH3:6])[CH3:5])([CH3:3])[CH3:2].CC(OI1(OC(C)=O)(OC(C)=O)OC(=O)C2C=CC=CC1=2)=O.C(OCC)(=O)C. (3) Given the product [F:39][C:40]1[CH:41]=[C:42]([S:46][CH2:47][CH2:48][N:24]2[CH2:25][CH2:26][C:21]([CH2:20][CH2:19][CH2:18][N:15]3[C:16]4[C:11](=[CH:10][CH:9]=[C:8]([O:7][CH3:6])[CH:17]=4)[CH:12]=[CH:13][C:14]3=[O:32])([C:27]([O:29][CH2:30][CH3:31])=[O:28])[CH2:22][CH2:23]2)[CH:43]=[CH:44][CH:45]=1, predict the reactants needed to synthesize it. The reactants are: CN(C)C=O.[CH3:6][O:7][C:8]1[CH:17]=[C:16]2[C:11]([CH:12]=[CH:13][C:14](=[O:32])[N:15]2[CH2:18][CH2:19][CH2:20][C:21]2([C:27]([O:29][CH2:30][CH3:31])=[O:28])[CH2:26][CH2:25][NH:24][CH2:23][CH2:22]2)=[CH:10][CH:9]=1.C(=O)([O-])[O-].[K+].[K+].[F:39][C:40]1[CH:41]=[C:42]([S:46][CH2:47][CH2:48]Br)[CH:43]=[CH:44][CH:45]=1. (4) Given the product [CH3:1][O:2][C:3](=[O:21])[C:4]([NH:7][C:8]([C:10]1[CH:19]=[CH:18][C:17]2[C:12](=[CH:13][CH:14]=[CH:15][CH:16]=2)[C:11]=1[C:29]#[C:28][C:22]1[CH:27]=[CH:26][CH:25]=[CH:24][CH:23]=1)=[O:9])([CH3:6])[CH3:5], predict the reactants needed to synthesize it. The reactants are: [CH3:1][O:2][C:3](=[O:21])[C:4]([NH:7][C:8]([C:10]1[CH:19]=[CH:18][C:17]2[C:12](=[CH:13][CH:14]=[CH:15][CH:16]=2)[C:11]=1Br)=[O:9])([CH3:6])[CH3:5].[C:22]1([C:28]#[CH:29])[CH:27]=[CH:26][CH:25]=[CH:24][CH:23]=1. (5) Given the product [Br:18][C:15]1[CH:14]=[C:9]([CH:8]=[C:7](/[CH:27]=[CH:28]/[CH2:29][O:30][CH3:31])[C:16]=1[CH3:17])[C:10]([O:12][CH3:13])=[O:11], predict the reactants needed to synthesize it. The reactants are: CN(C=O)C.Br[C:7]1[CH:8]=[C:9]([CH:14]=[C:15]([Br:18])[C:16]=1[CH3:17])[C:10]([O:12][CH3:13])=[O:11].CC1(C)C(C)(C)OB(/[CH:27]=[CH:28]/[CH2:29][O:30][CH3:31])O1.C([O-])([O-])=O.[Na+].[Na+]. (6) Given the product [Br:1][CH2:2][CH2:3][CH2:4][O:5][C:6]1[CH:39]=[CH:38][C:9]([CH2:10][NH:11][C:12]2[N:17]=[C:16]([O:18][CH2:19][C:20]([F:22])([F:21])[F:23])[N:15]=[C:14]([NH:24][C:25]3[CH:26]=[CH:27][C:28]([C:29]([NH:57][CH2:58][C:59]([CH3:70])([CH3:69])[CH2:60][NH:61][C:62](=[O:68])[O:63][C:64]([CH3:65])([CH3:67])[CH3:66])=[O:30])=[CH:36][CH:37]=3)[N:13]=2)=[CH:8][C:7]=1[Cl:40], predict the reactants needed to synthesize it. The reactants are: [Br:1][CH2:2][CH2:3][CH2:4][O:5][C:6]1[CH:39]=[CH:38][C:9]([CH2:10][NH:11][C:12]2[N:17]=[C:16]([O:18][CH2:19][C:20]([F:23])([F:22])[F:21])[N:15]=[C:14]([NH:24][C:25]3[CH:37]=[CH:36][C:28]([C:29](OC(C)(C)C)=[O:30])=[CH:27][CH:26]=3)[N:13]=2)=[CH:8][C:7]=1[Cl:40].FC(F)(F)C(O)=O.C(N(CC)C(C)C)(C)C.[NH2:57][CH2:58][C:59]([CH3:70])([CH3:69])[CH2:60][NH:61][C:62](=[O:68])[O:63][C:64]([CH3:67])([CH3:66])[CH3:65].F[P-](F)(F)(F)(F)F.N1(OC(N(C)C)=[N+](C)C)C2N=CC=CC=2N=N1. (7) Given the product [CH3:1][C:2]1([CH3:18])[O:7][C:6]2[CH:8]=[CH:9][C:10]([C@H:12]3[O:16][C:15](=[O:17])[N:14]([CH2:22][CH2:23][CH2:24][CH2:25][CH2:26][CH2:27][O:28][CH2:29][CH2:30][OH:31])[CH2:13]3)=[CH:11][C:5]=2[CH2:4][O:3]1, predict the reactants needed to synthesize it. The reactants are: [CH3:1][C:2]1([CH3:18])[O:7][C:6]2[CH:8]=[CH:9][C:10]([C@H:12]3[O:16][C:15](=[O:17])[NH:14][CH2:13]3)=[CH:11][C:5]=2[CH2:4][O:3]1.[H-].[Na+].Br[CH2:22][CH2:23][CH2:24][CH2:25][CH2:26][CH2:27][O:28][CH2:29][CH2:30][OH:31].P([O-])([O-])([O-])=O. (8) Given the product [CH2:3]([O:10][C:11]([C:13]1([CH:19]([O:21][S:30]([C:33]([F:36])([F:35])[F:34])(=[O:32])=[O:31])[CH3:20])[CH2:18][CH2:17][CH2:16][O:15][CH2:14]1)=[O:12])[C:4]1[CH:9]=[CH:8][CH:7]=[CH:6][CH:5]=1, predict the reactants needed to synthesize it. The reactants are: [H-].[Na+].[CH2:3]([O:10][C:11]([C:13]1([CH:19]([OH:21])[CH3:20])[CH2:18][CH2:17][CH2:16][O:15][CH2:14]1)=[O:12])[C:4]1[CH:9]=[CH:8][CH:7]=[CH:6][CH:5]=1.C1C(Cl)=CN=C(N([S:30]([C:33]([F:36])([F:35])[F:34])(=[O:32])=[O:31])[S:30]([C:33]([F:36])([F:35])[F:34])(=[O:32])=[O:31])C=1. (9) The reactants are: [Cl:1][C:2]1[CH:19]=[C:18]([O:20][CH3:21])[CH:17]=[C:16]([Cl:22])[C:3]=1[CH2:4][N:5]1C(=O)C2C(=CC=CC=2)C1=O.O.NN. Given the product [ClH:1].[Cl:1][C:2]1[CH:19]=[C:18]([O:20][CH3:21])[CH:17]=[C:16]([Cl:22])[C:3]=1[CH2:4][NH2:5], predict the reactants needed to synthesize it.